From a dataset of Experimentally validated miRNA-target interactions with 360,000+ pairs, plus equal number of negative samples. Binary Classification. Given a miRNA mature sequence and a target amino acid sequence, predict their likelihood of interaction. (1) The miRNA is mmu-miR-7020-3p with sequence AACCCCUCUCUUCUCUCCCAG. The protein sequence of the target gene is MLLLLLLLPPLLCGRVGAKEQKDYLLTMQKSVTVQEGLCVSVLCSFSYPQNGWTASDPVHGYWFRAGDHVSRNIPVATNNPARAVQEETRDRFHLLGDPQNKDCTLSIRDTRESDAGTYVFCVERGNMKWNYKYDQLSVNVTASQDLLSRYRLEVPESVTVQEGLCVSVPCSVLYPHYNWTASSPVYGSWFKEGADIPWDIPVATNTPSGKVQEDTHGRFLLLGDPQTNNCSLSIRDARKGDSGKYYFQVERGSRKWNYIYDKLSVHVTALTHMPTFSIPGTLESGHPRNLTCSVPWACE.... Result: 0 (no interaction). (2) The miRNA is hsa-miR-6818-3p with sequence UUGUCUCUUGUUCCUCACACAG. The protein sequence of the target gene is MSWLSSSQGVVLTAYHPSGKDQTVGNSHAKAGEEATSSRRYGQYTMNQESTTIKVMEKPPFDRSISQDSLDELSMEDYWIELENIKKSSENSQEDQEVVVVKEPDEGELEEEWLKEAGLSNLFGESAGDPQESIVFLSTLTRTQAAAVQKRVETVSQTLRKKNKQYQIPDVRDIFAQQRESKETAPGGTESQSLRTNENKYQGRDDEASNLVGEEKLIPPEETPAPETDINLEVSFAEQALNQKESSKEKIQKSKGDDATLPSFRLPKDKTGTTRIGDLAPQDMKKVCHLALIELTALYD.... Result: 1 (interaction). (3) The miRNA is hsa-miR-6734-5p with sequence UUGAGGGGAGAAUGAGGUGGAGA. The protein sequence of the target gene is MKPRARGWRGLAALWMLLAQVAEQAPACAMGPAAAAPGSPSVPRPPPPAERPGWMEKGEYDLVSAYEVDHRGDYVSHEIMHHQRRRRAVPVSEVESLHLRLKGSRHDFHMDLRTSSSLVAPGFIVQTLGKTGTKSVQTLPPEDFCFYQGSLRSHRNSSVALSTCQGLSGMIRTEEADYFLRPLPSHLSWKLGRAAQGSSPSHVLYKRSTEPHAPGASEVLVTSRTWELAHQPLHSSDLRLGLPQKQHFCGRRKKYMPQPPKEDLFILPDEYKSCLRHKRSLLRSHRNEELNVETLVVVDK.... Result: 0 (no interaction). (4) The miRNA is hsa-miR-1468-5p with sequence CUCCGUUUGCCUGUUUCGCUG. The protein sequence of the target gene is MGCAPSIHISERLVAEDAPSPAAPPLSSGGPRLPQGQKTAALPRTRGAGLLESELRDGSGKKVAVADVQFGPMRFHQDQLQVLLVFTKEDNQCNGFCRACEKAGFKCTVTKEAQAVLACFLDKHHDIIIIDHRNPRQLDAEALCRSIRSSKLSENTVIVGVVRRVDREELSVMPFISAGFTRRYVENPNIMACYNELLQLEFGEVRSQLKLRACNSVFTALENSEDAIEITSEDRFIQYANPAFETTMGYQSGELIGKELGEVPINEKKADLLDTINSCIRIGKEWQGIYYAKKKNGDNI.... Result: 0 (no interaction). (5) The miRNA is hsa-miR-5196-5p with sequence AGGGAAGGGGACGAGGGUUGGG. The protein sequence of the target gene is MTMISDLSKDLVEEILSKAPITSLGAVRSTHKQWNALSKGRLLYKAEAKDQFLGFMVMDHRFLSMIFHLNGILKGDGEGFDRPSIREVGDIVNQIDISKVFQCDGLVLCVPSDNSSVVVWNPYLGQTKWIEAREPHDESDMFALGYDKDKNHKILRLYDECYYYYEVYNFKTESWGEEDHLPGWDIDSYNRGVSLNGNTYFLTQEQRAKDKYRVFLLCFNFTTEKFENFIAMPFKYHRKYVGTLSCVGNEKLAALYQRWDTGEMAIWVTTKIESNEVLWSNLFKVDMKPLVRFGFQQCKD.... Result: 0 (no interaction).